This data is from Peptide-MHC class II binding affinity with 134,281 pairs from IEDB. The task is: Regression. Given a peptide amino acid sequence and an MHC pseudo amino acid sequence, predict their binding affinity value. This is MHC class II binding data. The peptide sequence is WTGGGSDKALAAATP. The MHC is DRB1_0701 with pseudo-sequence DRB1_0701. The binding affinity (normalized) is 0.